This data is from NCI-60 drug combinations with 297,098 pairs across 59 cell lines. The task is: Regression. Given two drug SMILES strings and cell line genomic features, predict the synergy score measuring deviation from expected non-interaction effect. (1) Drug 1: CC=C1C(=O)NC(C(=O)OC2CC(=O)NC(C(=O)NC(CSSCCC=C2)C(=O)N1)C(C)C)C(C)C. Drug 2: CN(CCCl)CCCl.Cl. Cell line: HCC-2998. Synergy scores: CSS=78.1, Synergy_ZIP=0.511, Synergy_Bliss=-0.176, Synergy_Loewe=1.46, Synergy_HSA=3.22. (2) Drug 1: C(CN)CNCCSP(=O)(O)O. Drug 2: C1C(C(OC1N2C=NC3=C2NC=NCC3O)CO)O. Cell line: UO-31. Synergy scores: CSS=1.33, Synergy_ZIP=-1.36, Synergy_Bliss=-0.518, Synergy_Loewe=-5.06, Synergy_HSA=-0.832.